This data is from Full USPTO retrosynthesis dataset with 1.9M reactions from patents (1976-2016). The task is: Predict the reactants needed to synthesize the given product. Given the product [C:25]1([C:34]2[CH:35]=[CH:36][CH:37]=[CH:38][CH:39]=2)[CH:26]=[CH:27][C:28]([C:31]([NH:1][CH2:2][CH2:3][O:4][C:5]2[CH:6]=[CH:7][C:8]([CH2:11][CH:12]([O:18][C:19]3[CH:20]=[CH:21][CH:22]=[CH:23][CH:24]=3)[C:13]([O:15][CH2:16][CH3:17])=[O:14])=[CH:9][CH:10]=2)=[O:32])=[CH:29][CH:30]=1, predict the reactants needed to synthesize it. The reactants are: [NH2:1][CH2:2][CH2:3][O:4][C:5]1[CH:10]=[CH:9][C:8]([CH2:11][CH:12]([O:18][C:19]2[CH:24]=[CH:23][CH:22]=[CH:21][CH:20]=2)[C:13]([O:15][CH2:16][CH3:17])=[O:14])=[CH:7][CH:6]=1.[C:25]1([C:34]2[CH:39]=[CH:38][CH:37]=[CH:36][CH:35]=2)[CH:30]=[CH:29][C:28]([C:31](O)=[O:32])=[CH:27][CH:26]=1.C(N1C=CN=C1)(N1C=CN=C1)=O.